From a dataset of Full USPTO retrosynthesis dataset with 1.9M reactions from patents (1976-2016). Predict the reactants needed to synthesize the given product. Given the product [I:8][C:7]1[C:2]([O:15][CH3:14])=[N:3][C:4]([CH3:13])=[N:5][C:6]=1[C:9]([F:12])([F:11])[F:10], predict the reactants needed to synthesize it. The reactants are: Cl[C:2]1[C:7]([I:8])=[C:6]([C:9]([F:12])([F:11])[F:10])[N:5]=[C:4]([CH3:13])[N:3]=1.[CH3:14][O-:15].[Na+].